This data is from Forward reaction prediction with 1.9M reactions from USPTO patents (1976-2016). The task is: Predict the product of the given reaction. (1) The product is: [C:2]1([N:8]2[CH2:13][CH2:12][N:11]([CH2:15][CH2:16][CH2:17][N:18]3[C:22](=[O:23])[C:21]4[C:20](=[CH:27][CH:26]=[CH:25][CH:24]=4)[C:19]3=[O:28])[CH2:10][CH2:9]2)[CH:7]=[CH:6][CH:5]=[CH:4][CH:3]=1. Given the reactants Cl.[C:2]1([N:8]2[CH2:13][CH2:12][NH:11][CH2:10][CH2:9]2)[CH:7]=[CH:6][CH:5]=[CH:4][CH:3]=1.Br[CH2:15][CH2:16][CH2:17][N:18]1[C:22](=[O:23])[C:21]2=[CH:24][CH:25]=[CH:26][CH:27]=[C:20]2[C:19]1=[O:28].C([O-])([O-])=O.[K+].[K+], predict the reaction product. (2) Given the reactants Br[C:2]1[N:6]2[N:7]=[CH:8][CH:9]=[CH:10][C:5]2=[N:4][C:3]=1[C:11]([NH:13][CH:14]1[CH2:16][CH2:15]1)=[O:12].CC1(C)C(C)(C)OB([C:25]2[CH:26]=[CH:27][C:28]3[N:29]([N:31]=[CH:32][N:33]=3)[CH:30]=2)O1.C(=O)([O-])[O-].[Na+].[Na+], predict the reaction product. The product is: [CH:14]1([NH:13][C:11]([C:3]2[N:4]=[C:5]3[CH:10]=[CH:9][CH:8]=[N:7][N:6]3[C:2]=2[C:25]2[CH:26]=[CH:27][C:28]3[N:29]([N:31]=[CH:32][N:33]=3)[CH:30]=2)=[O:12])[CH2:16][CH2:15]1. (3) Given the reactants [CH3:1][O:2][C:3]1[CH:4]=[C:5]([CH:8]=[CH:9][CH:10]=1)[CH2:6]Br.[H-].[Na+].[F:13][C:14]([F:23])([F:22])[CH2:15][CH2:16][CH:17]([C:20]#[N:21])[C:18]#[N:19], predict the reaction product. The product is: [CH3:1][O:2][C:3]1[CH:4]=[C:5]([CH:8]=[CH:9][CH:10]=1)[CH2:6][C:17]([CH2:16][CH2:15][C:14]([F:13])([F:22])[F:23])([C:18]#[N:19])[C:20]#[N:21]. (4) Given the reactants [F:1][C:2]([F:20])([F:19])[C:3](=O)[CH2:4][C:5]([C:7]1[CH:17]=[CH:16][C:10]2[O:11][CH2:12][C:13](=[O:15])[NH:14][C:9]=2[CH:8]=1)=O.[Cl:21][C:22]1[CH:27]=[CH:26][CH:25]=[C:24]([CH3:28])[C:23]=1[NH:29][NH2:30], predict the reaction product. The product is: [Cl:21][C:22]1[CH:27]=[CH:26][CH:25]=[C:24]([CH3:28])[C:23]=1[N:29]1[C:5]([C:7]2[CH:17]=[CH:16][C:10]3[O:11][CH2:12][C:13](=[O:15])[NH:14][C:9]=3[CH:8]=2)=[CH:4][C:3]([C:2]([F:20])([F:19])[F:1])=[N:30]1. (5) Given the reactants [Cl:1][C:2]1[CH:7]=[CH:6][C:5]([CH2:8][O:9][C:10]2[CH:17]=[CH:16][C:15]([O:18][CH2:19][C:20]3[CH:25]=[CH:24][C:23]([Cl:26])=[CH:22][CH:21]=3)=[CH:14][C:11]=2[CH:12]=O)=[CH:4][CH:3]=1.[S:27]1[CH2:33][C:31](=[O:32])[N:30]([CH2:34][C:35]([OH:37])=[O:36])[C:28]1=[S:29].C(O)(=O)C.N1CCCCC1.C1(C)C=CC=CC=1, predict the reaction product. The product is: [Cl:1][C:2]1[CH:7]=[CH:6][C:5]([CH2:8][O:9][C:10]2[CH:17]=[CH:16][C:15]([O:18][CH2:19][C:20]3[CH:25]=[CH:24][C:23]([Cl:26])=[CH:22][CH:21]=3)=[CH:14][C:11]=2[CH:12]=[C:33]2[S:27][C:28](=[S:29])[N:30]([CH2:34][C:35]([OH:37])=[O:36])[C:31]2=[O:32])=[CH:4][CH:3]=1.